From a dataset of Catalyst prediction with 721,799 reactions and 888 catalyst types from USPTO. Predict which catalyst facilitates the given reaction. Reactant: O[C:2]1[C:7]2=[C:8]([C:11]3[CH:16]=[CH:15][CH:14]=[CH:13][CH:12]=3)[CH:9]=[CH:10][N:6]2[N:5]=[C:4]([C:17]2[CH:18]=[C:19]([S:23]([NH2:26])(=[O:25])=[O:24])[CH:20]=[N:21][CH:22]=2)[N:3]=1.CN([P+](ON1N=NC2C=CC=CC1=2)(N(C)C)N(C)C)C.F[P-](F)(F)(F)(F)F.CCN(C(C)C)C(C)C.[CH2:63]([NH2:70])[C:64]1[CH:69]=[CH:68][CH:67]=[CH:66][CH:65]=1. Product: [CH2:63]([NH:70][C:2]1[C:7]2=[C:8]([C:11]3[CH:12]=[CH:13][CH:14]=[CH:15][CH:16]=3)[CH:9]=[CH:10][N:6]2[N:5]=[C:4]([C:17]2[CH:18]=[C:19]([S:23]([NH2:26])(=[O:24])=[O:25])[CH:20]=[N:21][CH:22]=2)[N:3]=1)[C:64]1[CH:69]=[CH:68][CH:67]=[CH:66][CH:65]=1. The catalyst class is: 1.